This data is from Drug-target binding data from BindingDB using Ki measurements. The task is: Regression. Given a target protein amino acid sequence and a drug SMILES string, predict the binding affinity score between them. We predict pKi (pKi = -log10(Ki in M); higher means stronger inhibition). Dataset: bindingdb_ki. The small molecule is CC(C)C[C@H](NC(=O)[C@H](CC(C)C)NC(=O)N1CCOCC1)C(=O)N[C@H](C(=O)N1CCN=C1COc1ccc(F)cc1)c1ccccc1. The target protein sequence is MDYNMDYAPHEVISQQGERFVDKYVDRKILKNKKSLLVIISLSVLSVVGFVLFYFTPNSRKSDLFKNSSVENNNDDYIINSLLKSPNGKKFIVSKIDEALSFYDSKKNDINKYNEGNNNNNADFKGLSLFKENTPSNNFIHNKDYFINFFDNKFLMNNAEHINQFYMFIKTNNKQYNSPNEMKERFQVFLQNAHKVNMHNNNKNSLYKKELNRFADLTYHEFKNKYLSLRSSKPLKNSKYLLDQMNYEEVIKKYRGEENFDHAAYDWRLHSGVTPVKDQKNCGSCWAFSSIGSVESQYAIRKNKLITLSEQELVDCSFKNYGCNGGLINNAFEDMIELGGICPDGDYPYVSDAPNLCNIDRCTEKYGIKNYLSVPDNKLKEALRFLGPISISVAVSDDFAFYKEGIFDGECGDQLNHAVMLVGFGMKEIVNPLTKKGEKHYYYIIKNSWGQQWGERGFINIETDESGLMRKCGLGTDAFIPLIE. The pKi is 5.2.